From a dataset of Catalyst prediction with 721,799 reactions and 888 catalyst types from USPTO. Predict which catalyst facilitates the given reaction. (1) Reactant: [CH3:1][N:2]1[C:18]([C:19]2[S:20][CH:21]=[CH:22][CH:23]=2)=[C:5]2[CH2:6][N:7](C(OC(C)(C)C)=O)[C@@H:8]([CH3:10])[CH2:9][C:4]2=[N:3]1.Cl.O1CCOCC1.C(OCC)(=O)C. Product: [CH3:1][N:2]1[C:18]([C:19]2[S:20][CH:21]=[CH:22][CH:23]=2)=[C:5]2[CH2:6][NH:7][C@@H:8]([CH3:10])[CH2:9][C:4]2=[N:3]1. The catalyst class is: 12. (2) Reactant: [CH2:1]([O:5][C:6]1[CH:13]=[C:12]([C:14]([F:17])([F:16])[F:15])[CH:11]=[CH:10][C:7]=1[CH:8]=O)[CH2:2][CH2:3][CH3:4].C1(P(=[CH:37][C:38]([O:40][CH3:41])=[O:39])(C2C=CC=CC=2)C2C=CC=CC=2)C=CC=CC=1. Product: [CH3:41][O:40][C:38](=[O:39])[CH:37]=[CH:8][C:7]1[CH:10]=[CH:11][C:12]([C:14]([F:17])([F:16])[F:15])=[CH:13][C:6]=1[O:5][CH2:1][CH2:2][CH2:3][CH3:4]. The catalyst class is: 25. (3) Reactant: [N:1]1([C:8]2[N:13]=[C:12]([NH2:14])[N:11]3[N:15]=[C:16]([C:18]4[O:19][CH:20]=[CH:21][CH:22]=4)[N:17]=[C:10]3[N:9]=2)[CH2:7][CH2:6][CH2:5][NH:4][CH2:3][CH2:2]1.[Cl:23][C:24]1[CH:31]=[CH:30][CH:29]=[CH:28][C:25]=1[CH:26]=O.C(O[BH-](OC(=O)C)OC(=O)C)(=O)C.[Na+]. Product: [Cl:23][C:24]1[CH:31]=[CH:30][CH:29]=[CH:28][C:25]=1[CH2:26][N:4]1[CH2:5][CH2:6][CH2:7][N:1]([C:8]2[N:13]=[C:12]([NH2:14])[N:11]3[N:15]=[C:16]([C:18]4[O:19][CH:20]=[CH:21][CH:22]=4)[N:17]=[C:10]3[N:9]=2)[CH2:2][CH2:3]1. The catalyst class is: 322. (4) Reactant: Br[CH2:2][CH2:3][C:4]1[CH:9]=[CH:8][C:7]([N+:10]([O-:12])=[O:11])=[CH:6][CH:5]=1.[NH:13]1[CH2:18][CH2:17][O:16][CH2:15][CH2:14]1. Product: [N+:10]([C:7]1[CH:8]=[CH:9][C:4]([CH2:3][CH2:2][N:13]2[CH2:18][CH2:17][O:16][CH2:15][CH2:14]2)=[CH:5][CH:6]=1)([O-:12])=[O:11]. The catalyst class is: 5. (5) Reactant: [Si:1]([O:8][CH2:9][C:10]1[C:20](C(O)=O)=[N:19][C:18]2[C:17]3[S:24][C:25](CC)=[CH:26][C:16]=3[CH2:15][CH2:14][O:13][C:12]=2[CH:11]=1)([C:4]([CH3:7])([CH3:6])[CH3:5])([CH3:3])[CH3:2].[O:29]1[CH2:33]CCC1.[OH-:34].[Li+]. Product: [Si:1]([O:8][CH2:9][C:10]1[CH:20]=[N:19][C:18]2[C:17]3[S:24][C:25]([C:33]([OH:29])=[O:34])=[CH:26][C:16]=3[CH2:15][CH2:14][O:13][C:12]=2[CH:11]=1)([C:4]([CH3:7])([CH3:5])[CH3:6])([CH3:3])[CH3:2]. The catalyst class is: 6. (6) Reactant: [CH2:1](Br)[C:2]#[CH:3].[C:5]1(=[O:15])[NH:9][C:8](=[O:10])[C:7]2=[CH:11][CH:12]=[CH:13][CH:14]=[C:6]12.[K]. Product: [CH2:1]([N:9]1[C:8](=[O:10])[C:7]2=[CH:11][CH:12]=[CH:13][CH:14]=[C:6]2[C:5]1=[O:15])[C:2]#[CH:3]. The catalyst class is: 369. (7) Reactant: [Br:1][C:2]1[CH:3]=[C:4](/[CH:8]=[CH:9]/[CH2:10][CH:11]([OH:13])[CH3:12])[CH:5]=[N:6][CH:7]=1.[C:14]1([CH3:24])[CH:19]=[CH:18][C:17]([S:20](Cl)(=[O:22])=[O:21])=[CH:16][CH:15]=1. Product: [C:14]1([CH3:24])[CH:19]=[CH:18][C:17]([S:20]([O:13][CH:11]([CH2:10]/[CH:9]=[CH:8]/[C:4]2[CH:5]=[N:6][CH:7]=[C:2]([Br:1])[CH:3]=2)[CH3:12])(=[O:22])=[O:21])=[CH:16][CH:15]=1. The catalyst class is: 17. (8) The catalyst class is: 333. Reactant: [Si:1]([O:8][CH2:9][C:10]1[C:11]([NH:17][C:18]2[CH:22]=[C:21]([CH:23]3[CH2:25][CH2:24]3)[NH:20][N:19]=2)=[N:12][C:13](Cl)=[N:14][CH:15]=1)([C:4]([CH3:7])([CH3:6])[CH3:5])([CH3:3])[CH3:2].[C:26]1(B(O)O)[CH:31]=[CH:30][CH:29]=[CH:28][CH:27]=1.C1(P(C2CCCCC2)C2CCCCC2)CCCCC1.[O-]P([O-])([O-])=O.[K+].[K+].[K+]. Product: [Si:1]([O:8][CH2:9][C:10]1[C:11]([NH:17][C:18]2[CH:22]=[C:21]([CH:23]3[CH2:25][CH2:24]3)[NH:20][N:19]=2)=[N:12][C:13]([C:26]2[CH:31]=[CH:30][CH:29]=[CH:28][CH:27]=2)=[N:14][CH:15]=1)([C:4]([CH3:7])([CH3:6])[CH3:5])([CH3:3])[CH3:2]. (9) Reactant: [Cl:1][C:2]1[C:11]2[C:6](=[CH:7][CH:8]=[C:9](C)[CH:10]=2)[NH:5][C:4](=O)[N:3]=1.F[C:15](F)(F)C1C=C(C=CC=1)N. Product: [CH3:15][C:7]1[CH:8]=[CH:9][CH:10]=[C:11]2[C:6]=1[N:5]=[CH:4][N:3]=[C:2]2[Cl:1]. The catalyst class is: 8. (10) Reactant: IC.[C:3]([O-])([O-])=O.[K+].[K+].[Br:9][C:10]1[C:11]([OH:20])=[C:12]([C:16]([O:18][CH3:19])=[O:17])[S:13][C:14]=1[Br:15]. Product: [Br:9][C:10]1[C:11]([O:20][CH3:3])=[C:12]([C:16]([O:18][CH3:19])=[O:17])[S:13][C:14]=1[Br:15]. The catalyst class is: 369.